This data is from Catalyst prediction with 721,799 reactions and 888 catalyst types from USPTO. The task is: Predict which catalyst facilitates the given reaction. (1) Reactant: [C:1]([C:5]1[C:9]([Cl:10])=[CH:8][NH:7][N:6]=1)([CH3:4])([CH3:3])[CH3:2].[CH2:11]=[O:12].C(N(CC)CC)C. Product: [C:1]([C:5]1[C:9]([Cl:10])=[CH:8][N:7]([CH2:11][OH:12])[N:6]=1)([CH3:4])([CH3:3])[CH3:2]. The catalyst class is: 21. (2) Reactant: [C:1]([O:5][C:6]([N:8]1[CH2:13][CH2:12][CH:11]([O:14][CH2:15][C:16]2[O:20][N:19]=[C:18]([C:21]3[CH:26]=[CH:25][C:24]([NH2:27])=[C:23]([F:28])[CH:22]=3)[N:17]=2)[CH2:10][CH2:9]1)=[O:7])([CH3:4])([CH3:3])[CH3:2].C(N(CC)CC)C.[C:36](Cl)(=[O:39])[CH2:37][CH3:38]. Product: [C:1]([O:5][C:6]([N:8]1[CH2:13][CH2:12][CH:11]([O:14][CH2:15][C:16]2[O:20][N:19]=[C:18]([C:21]3[CH:26]=[CH:25][C:24]([NH:27][C:36](=[O:39])[CH2:37][CH3:38])=[C:23]([F:28])[CH:22]=3)[N:17]=2)[CH2:10][CH2:9]1)=[O:7])([CH3:4])([CH3:2])[CH3:3]. The catalyst class is: 49. (3) Reactant: [C:1]([O:5][C:6](=[O:53])[CH2:7][C@H:8]([NH:27][C:28]([C@@H:30]1[CH2:35][CH2:34][CH2:33][N:32]([C:36](=[O:52])[CH2:37][CH2:38][CH:39]2[CH2:44][CH2:43][N:42]([C:45]([O:47][C:48]([CH3:51])([CH3:50])[CH3:49])=[O:46])[CH2:41][CH2:40]2)[CH2:31]1)=[O:29])[C:9]1[CH:10]=[N:11][CH:12]=[C:13]([C:15]#[C:16][C:17]2[CH:22]=[CH:21][C:20]([O:23][CH2:24][CH2:25][F:26])=[CH:19][CH:18]=2)[CH:14]=1)([CH3:4])([CH3:3])[CH3:2]. Product: [C:1]([O:5][C:6](=[O:53])[CH2:7][C@H:8]([NH:27][C:28]([C@@H:30]1[CH2:35][CH2:34][CH2:33][N:32]([C:36](=[O:52])[CH2:37][CH2:38][CH:39]2[CH2:40][CH2:41][N:42]([C:45]([O:47][C:48]([CH3:51])([CH3:50])[CH3:49])=[O:46])[CH2:43][CH2:44]2)[CH2:31]1)=[O:29])[C:9]1[CH:10]=[N:11][CH:12]=[C:13]([CH2:15][CH2:16][C:17]2[CH:22]=[CH:21][C:20]([O:23][CH2:24][CH2:25][F:26])=[CH:19][CH:18]=2)[CH:14]=1)([CH3:2])([CH3:4])[CH3:3]. The catalyst class is: 407. (4) Reactant: N[C:2]1[CH:30]=CC2NC(C3C(=O)N(CCC(C)C)C4C(C=3O)=CC=CN=4)=NS(=O)(=O)C=2[CH:3]=1.[OH:31][C:32]1[C:41]2[C:36](=[N:37][CH:38]=[CH:39][CH:40]=2)[N:35]([CH2:42][CH2:43][CH:44]([CH3:46])[CH3:45])[C:34](=[O:47])[C:33]=1[C:48]1[NH:53][C:52]2[CH:54]=[CH:55][C:56]([NH:58][S:59]([N:62]3[CH2:66]CC(NC(=O)OC(C)(C)C)[CH2:63]3)(=[O:61])=[O:60])=[CH:57][C:51]=2[S:50](=[O:76])(=[O:75])[N:49]=1.C(N(CC)CC)C. Product: [OH:31][C:32]1[C:41]2[C:36](=[N:37][CH:38]=[CH:39][CH:40]=2)[N:35]([CH2:42][CH2:43][CH:44]([CH3:45])[CH3:46])[C:34](=[O:47])[C:33]=1[C:48]1[NH:53][C:52]2[CH:54]=[CH:55][C:56]([NH:58][S:59]([N:62]3[CH2:66][CH2:30][CH2:2][CH2:3][CH2:63]3)(=[O:61])=[O:60])=[CH:57][C:51]=2[S:50](=[O:75])(=[O:76])[N:49]=1. The catalyst class is: 4. (5) Reactant: [CH2:1]([O:3][C:4]([C:6]1[C:17]2[CH2:16][CH2:15][C:14]3[C:10](=[CH:11][N:12](C(C4C=CC=CC=4)(C4C=CC=CC=4)C4C=CC=CC=4)[N:13]=3)[C:9]=2[N:8]([CH3:37])[C:7]=1[C:38]([O:40][C:41]([CH3:44])([CH3:43])[CH3:42])=[O:39])=[O:5])[CH3:2].C(C1C(=O)C(Cl)=C(Cl)C(=O)C=1C#N)#N. Product: [CH2:1]([O:3][C:4]([C:6]1[C:17]2[C:9](=[C:10]3[C:14](=[CH:15][CH:16]=2)[NH:13][N:12]=[CH:11]3)[N:8]([CH3:37])[C:7]=1[C:38]([O:40][C:41]([CH3:42])([CH3:44])[CH3:43])=[O:39])=[O:5])[CH3:2]. The catalyst class is: 12. (6) Reactant: Br[CH2:2][C:3]1[N:4]=[C:5]([CH:9]=[O:10])[S:6][C:7]=1[CH3:8].[Cl:11][C:12]1[CH:13]=[C:14](B(O)O)[CH:15]=[CH:16][CH:17]=1.C([O-])([O-])=O.[K+].[K+].O1CCOCC1. Product: [Cl:11][C:12]1[CH:17]=[C:16]([CH:15]=[CH:14][CH:13]=1)[CH2:2][C:3]1[N:4]=[C:5]([CH:9]=[O:10])[S:6][C:7]=1[CH3:8]. The catalyst class is: 103. (7) Reactant: [CH3:1][C:2]([O:5][C:6]([NH:8][C:9]1[CH:10]=[C:11]([CH2:15][CH2:16][C:17]([OH:19])=[O:18])[CH:12]=[CH:13][CH:14]=1)=[O:7])([CH3:4])[CH3:3].[C:20](=O)([O-])O.[K+].CI. Product: [CH3:4][C:2]([O:5][C:6]([NH:8][C:9]1[CH:10]=[C:11]([CH2:15][CH2:16][C:17]([O:19][CH3:20])=[O:18])[CH:12]=[CH:13][CH:14]=1)=[O:7])([CH3:1])[CH3:3]. The catalyst class is: 3. (8) Reactant: [NH2:1][C:2]1[CH:3]=[C:4]([C:9]2[C:17]([C:18]3[CH:23]=[CH:22][N:21]=[C:20]([NH:24][C:25]4[CH:30]=[CH:29][CH:28]=[C:27]([CH2:31][N:32]([CH3:34])[CH3:33])[CH:26]=4)[N:19]=3)=[C:12]3[CH:13]=[CH:14][CH:15]=[CH:16][N:11]3[N:10]=2)[CH:5]=[CH:6][C:7]=1[F:8].[S:35]1[CH:39]=[CH:38][CH:37]=[C:36]1[CH2:40][C:41](Cl)=[O:42]. The catalyst class is: 49. Product: [CH3:33][N:32]([CH2:31][C:27]1[CH:26]=[C:25]([NH:24][C:20]2[N:19]=[C:18]([C:17]3[C:9]([C:4]4[CH:5]=[CH:6][C:7]([F:8])=[C:2]([NH:1][C:41](=[O:42])[CH2:40][C:36]5[S:35][CH:39]=[CH:38][CH:37]=5)[CH:3]=4)=[N:10][N:11]4[CH:16]=[CH:15][CH:14]=[CH:13][C:12]=34)[CH:23]=[CH:22][N:21]=2)[CH:30]=[CH:29][CH:28]=1)[CH3:34]. (9) Reactant: [Cl:1][C:2]1[C:3]2[C:4]3[C:14](=[O:15])[N:13]([C:16]4[CH:24]=[C:23]5[C:19]([CH:20]=[CH:21][N:22]5[CH2:25][C:26]([O:28]C(C)(C)C)=[O:27])=[CH:18][CH:17]=4)[CH2:12][C:5]=3[N:6]([CH3:11])[C:7]=2[CH:8]=[CH:9][CH:10]=1.C(O)(C(F)(F)F)=O. Product: [Cl:1][C:2]1[C:3]2[C:4]3[C:14](=[O:15])[N:13]([C:16]4[CH:24]=[C:23]5[C:19]([CH:20]=[CH:21][N:22]5[CH2:25][C:26]([OH:28])=[O:27])=[CH:18][CH:17]=4)[CH2:12][C:5]=3[N:6]([CH3:11])[C:7]=2[CH:8]=[CH:9][CH:10]=1. The catalyst class is: 2. (10) Reactant: [ClH:1].[CH3:2][C:3]1[CH:8]=[C:7]([S:9](=[O:13])(=[O:12])[NH:10][CH3:11])[CH:6]=[CH:5][C:4]=1[C:14]1[CH:19]=[CH:18][C:17]([CH2:20][C@H:21]([NH:35][C:36]([C@H:38]2[CH2:43][CH2:42][C@H:41]([CH2:44][NH:45]C(=O)OC(C)(C)C)[CH2:40][CH2:39]2)=[O:37])[C:22](=[O:34])[NH:23][C:24]2[CH:32]=[C:31]3[C:27]([C:28](=[O:33])[NH:29][NH:30]3)=[CH:26][CH:25]=2)=[CH:16][CH:15]=1.C(#N)C. Product: [ClH:1].[NH2:45][CH2:44][C@H:41]1[CH2:42][CH2:43][C@H:38]([C:36]([NH:35][C@@H:21]([CH2:20][C:17]2[CH:16]=[CH:15][C:14]([C:4]3[CH:5]=[CH:6][C:7]([S:9](=[O:12])(=[O:13])[NH:10][CH3:11])=[CH:8][C:3]=3[CH3:2])=[CH:19][CH:18]=2)[C:22](=[O:34])[NH:23][C:24]2[CH:32]=[C:31]3[C:27]([C:28](=[O:33])[NH:29][NH:30]3)=[CH:26][CH:25]=2)=[O:37])[CH2:39][CH2:40]1. The catalyst class is: 346.